Task: Regression. Given two drug SMILES strings and cell line genomic features, predict the synergy score measuring deviation from expected non-interaction effect.. Dataset: NCI-60 drug combinations with 297,098 pairs across 59 cell lines (1) Drug 1: CC1=C(C=C(C=C1)NC(=O)C2=CC=C(C=C2)CN3CCN(CC3)C)NC4=NC=CC(=N4)C5=CN=CC=C5. Drug 2: CC1C(C(CC(O1)OC2CC(OC(C2O)C)OC3=CC4=CC5=C(C(=O)C(C(C5)C(C(=O)C(C(C)O)O)OC)OC6CC(C(C(O6)C)O)OC7CC(C(C(O7)C)O)OC8CC(C(C(O8)C)O)(C)O)C(=C4C(=C3C)O)O)O)O. Cell line: SW-620. Synergy scores: CSS=37.8, Synergy_ZIP=4.58, Synergy_Bliss=2.85, Synergy_Loewe=-38.7, Synergy_HSA=-3.73. (2) Drug 1: C1CC(C1)(C(=O)O)C(=O)O.[NH2-].[NH2-].[Pt+2]. Drug 2: C1=NC2=C(N1)C(=S)N=CN2. Cell line: HCT116. Synergy scores: CSS=35.1, Synergy_ZIP=-6.37, Synergy_Bliss=-12.0, Synergy_Loewe=-27.4, Synergy_HSA=-11.4.